The task is: Predict which catalyst facilitates the given reaction.. This data is from Catalyst prediction with 721,799 reactions and 888 catalyst types from USPTO. (1) Reactant: [CH2:1]([N:8]1[CH2:13][CH2:12][N:11]([CH:14]2[CH2:21][CH:17]3[CH2:18][NH:19][CH2:20][CH:16]3[CH2:15]2)[CH2:10][CH2:9]1)[C:2]1[CH:7]=[CH:6][CH:5]=[CH:4][CH:3]=1.[CH2:22]=O. Product: [CH2:1]([N:8]1[CH2:13][CH2:12][N:11]([CH:14]2[CH2:21][CH:17]3[CH2:18][N:19]([CH3:22])[CH2:20][CH:16]3[CH2:15]2)[CH2:10][CH2:9]1)[C:2]1[CH:3]=[CH:4][CH:5]=[CH:6][CH:7]=1. The catalyst class is: 106. (2) Reactant: [NH2:1][NH2:2].COC(=O)[CH:6]([C:14]1[CH:19]=[N:18][C:17]([C:20](=O)[C:21]2[CH:26]=[CH:25][CH:24]=[CH:23][C:22]=2[Cl:27])=[C:16](Cl)[N:15]=1)[C:7]1[CH:12]=[CH:11][CH:10]=[CH:9][C:8]=1[F:13].[OH-].[Li+].Cl. Product: [Cl:27][C:22]1[CH:23]=[CH:24][CH:25]=[CH:26][C:21]=1[C:20]1[C:17]2[C:16](=[N:15][C:14]([CH2:6][C:7]3[CH:12]=[CH:11][CH:10]=[CH:9][C:8]=3[F:13])=[CH:19][N:18]=2)[NH:2][N:1]=1. The catalyst class is: 20. (3) Reactant: [C:1]([O:5][C:6]([N:8]1[CH2:12][C@H:11]([C:13]2[CH:18]=[CH:17][CH:16]=[CH:15][CH:14]=2)[CH2:10][C@H:9]1[CH2:19][OH:20])=[O:7])([CH3:4])([CH3:3])[CH3:2].C(N(CC)CC)C.[CH3:28][S:29](Cl)(=[O:31])=[O:30]. Product: [C:1]([O:5][C:6]([N:8]1[CH2:12][C@H:11]([C:13]2[CH:14]=[CH:15][CH:16]=[CH:17][CH:18]=2)[CH2:10][C@H:9]1[CH2:19][O:20][S:29]([CH3:28])(=[O:31])=[O:30])=[O:7])([CH3:4])([CH3:3])[CH3:2]. The catalyst class is: 4. (4) Reactant: [Br:1][C:2]1[S:14][C:5]2=[N:6][C:7]([Cl:13])=[C:8]([CH:10]([OH:12])[CH3:11])[CH:9]=[C:4]2[CH:3]=1.C(OCC)(=O)C. Product: [Br:1][C:2]1[S:14][C:5]2=[N:6][C:7]([Cl:13])=[C:8]([C:10](=[O:12])[CH3:11])[CH:9]=[C:4]2[CH:3]=1. The catalyst class is: 661. (5) Reactant: [Cl:1][C:2]1[CH:7]=[CH:6][C:5]([CH2:8][NH:9][C@H:10]2[CH2:15][CH2:14][CH2:13][CH2:12][C@@H:11]2[NH:16][C:17](=[O:32])[CH2:18][NH:19][C:20](=[O:31])[C:21]2[CH:26]=[CH:25][CH:24]=[C:23]([C:27]([F:30])([F:29])[F:28])[CH:22]=2)=[CH:4][CH:3]=1.[C:33]([NH2:41])(=[O:40])[C:34]1[CH:39]=[CH:38][CH:37]=[CH:36][CH:35]=1.C=O. Product: [Cl:1][C:2]1[CH:7]=[CH:6][C:5]([CH2:8][N:9]([CH3:33])[C@H:10]2[CH2:15][CH2:14][CH2:13][CH2:12][C@@H:11]2[NH:16][C:17](=[O:32])[CH2:18][NH:19][C:20](=[O:31])[C:21]2[CH:26]=[CH:25][CH:24]=[C:23]([C:27]([F:30])([F:29])[F:28])[CH:22]=2)=[CH:4][CH:3]=1.[C:33]([NH2:41])(=[O:40])[C:34]1[CH:39]=[CH:38][CH:37]=[CH:36][CH:35]=1. The catalyst class is: 1.